From a dataset of TCR-epitope binding with 47,182 pairs between 192 epitopes and 23,139 TCRs. Binary Classification. Given a T-cell receptor sequence (or CDR3 region) and an epitope sequence, predict whether binding occurs between them. (1) The epitope is SLFNTVATLY. The TCR CDR3 sequence is CASSVSQGSDEQYF. Result: 0 (the TCR does not bind to the epitope). (2) The epitope is RTLNAWVKV. The TCR CDR3 sequence is CASRWGQGENQPQHF. Result: 0 (the TCR does not bind to the epitope). (3) The epitope is YLNTLTLAV. The TCR CDR3 sequence is CASSQDLLGNSPLHF. Result: 1 (the TCR binds to the epitope). (4) The epitope is QECVRGTTVL. The TCR CDR3 sequence is CASSEFGAGVYEQYF. Result: 0 (the TCR does not bind to the epitope). (5) The epitope is EILDITPCSF. The TCR CDR3 sequence is CASSSARQGSQPQHF. Result: 1 (the TCR binds to the epitope). (6) The epitope is DATYQRTRALVR. The TCR CDR3 sequence is CASSLVPSDQETQYF. Result: 1 (the TCR binds to the epitope). (7) The TCR CDR3 sequence is CASSSTLGSAGELFF. The epitope is RQLLFVVEV. Result: 1 (the TCR binds to the epitope).